Dataset: Full USPTO retrosynthesis dataset with 1.9M reactions from patents (1976-2016). Task: Predict the reactants needed to synthesize the given product. Given the product [Cl:21][C:5]1[C:6]2[C:11](=[CH:10][CH:9]=[C:8]([C:12]([O:14][CH2:15][CH3:16])=[O:13])[CH:7]=2)[C:2]([Cl:1])=[CH:3][N:4]=1, predict the reactants needed to synthesize it. The reactants are: [Cl:1][C:2]1[C:11]2[C:6](=[CH:7][C:8]([C:12]([O:14][CH2:15][CH3:16])=[O:13])=[CH:9][CH:10]=2)[C:5](=O)[NH:4][CH:3]=1.O.O=P(Cl)(Cl)[Cl:21].